Dataset: Catalyst prediction with 721,799 reactions and 888 catalyst types from USPTO. Task: Predict which catalyst facilitates the given reaction. (1) Product: [CH2:1]([O:3][C:4]([C@H:6]1[CH2:11][CH2:10][N:9]([C:24]([O:26][C:27]([CH3:30])([CH3:29])[CH3:28])=[O:25])[CH2:8][C@H:7]1[C:12]1[CH:13]=[CH:14][CH:15]=[CH:16][CH:17]=1)=[O:5])[CH3:2]. Reactant: [CH2:1]([O:3][C:4]([C@H:6]1[CH2:11][CH2:10][NH:9][CH2:8][C@H:7]1[C:12]1[CH:17]=[CH:16][CH:15]=[CH:14][CH:13]=1)=[O:5])[CH3:2].C([O-])([O-])=O.[K+].[K+].[C:24](O[C:24]([O:26][C:27]([CH3:30])([CH3:29])[CH3:28])=[O:25])([O:26][C:27]([CH3:30])([CH3:29])[CH3:28])=[O:25]. The catalyst class is: 20. (2) Reactant: Cl.CN(C)CCCN=C=NCC.[C:13]1([S:23]([NH2:26])(=[O:25])=[O:24])[C:14]([S:19]([NH2:22])(=[O:21])=[O:20])=[CH:15][CH:16]=[CH:17][CH:18]=1.[Cl:27][C:28]1[CH:33]=[CH:32][C:31]([C:34]#[C:35][C:36]2[N:41]=[CH:40][C:39]([C:42](O)=[O:43])=[CH:38][N:37]=2)=[CH:30][CH:29]=1.O. Product: [Cl:27][C:28]1[CH:33]=[CH:32][C:31]([C:34]#[C:35][C:36]2[N:37]=[CH:38][C:39]([C:42]([NH:22][S:19]([C:14]3[CH:15]=[CH:16][CH:17]=[CH:18][C:13]=3[S:23](=[O:25])(=[O:24])[NH2:26])(=[O:21])=[O:20])=[O:43])=[CH:40][N:41]=2)=[CH:30][CH:29]=1. The catalyst class is: 468. (3) Reactant: ClC1C=C(C=CC=1)C(OO)=[O:6].[CH3:12][C:13](=[CH2:27])[C:14]([NH:16][C:17]1[CH:22]=[CH:21][C:20]([N+:23]([O-:25])=[O:24])=[C:19]([CH3:26])[CH:18]=1)=[O:15].C(C1C=C(C)C=C(C(C)(C)C)C=1O)(C)(C)C. Product: [CH3:26][C:19]1[CH:18]=[C:17]([NH:16][C:14]([C:13]2([CH3:12])[CH2:27][O:6]2)=[O:15])[CH:22]=[CH:21][C:20]=1[N+:23]([O-:25])=[O:24]. The catalyst class is: 26. (4) Reactant: [CH2:1]([O:3][C:4]([C@@H:6]1[CH2:10][C@H:9]([OH:11])[CH2:8][C@H:7]1[C:12]([N:14]1[CH2:19][CH2:18][O:17][CH2:16][CH2:15]1)=[O:13])=[O:5])[CH3:2].C(N(CC)CC)C.[CH3:27][S:28](Cl)(=[O:30])=[O:29]. Product: [CH2:1]([O:3][C:4]([C@@H:6]1[CH2:10][C@H:9]([O:11][S:28]([CH3:27])(=[O:30])=[O:29])[CH2:8][C@H:7]1[C:12]([N:14]1[CH2:15][CH2:16][O:17][CH2:18][CH2:19]1)=[O:13])=[O:5])[CH3:2]. The catalyst class is: 4. (5) Reactant: [C:1]([O:5][C:6](=[O:24])[N:7]([C@H:9]([C:14]([N:16]1[CH2:21][CH2:20][C:19](=[N:22][OH:23])[CH2:18][CH2:17]1)=[O:15])[CH2:10][CH:11]([CH3:13])[CH3:12])[CH3:8])([CH3:4])([CH3:3])[CH3:2].[Cl:25][C:26]1[CH:27]=[C:28]([CH:31]=[CH:32][CH:33]=1)[CH2:29]Br.[H-].[Na+]. Product: [C:1]([O:5][C:6](=[O:24])[N:7]([C@H:9]([C:14]([N:16]1[CH2:21][CH2:20][C:19](=[N:22][O:23][CH2:29][C:28]2[CH:31]=[CH:32][CH:33]=[C:26]([Cl:25])[CH:27]=2)[CH2:18][CH2:17]1)=[O:15])[CH2:10][CH:11]([CH3:13])[CH3:12])[CH3:8])([CH3:3])([CH3:4])[CH3:2]. The catalyst class is: 9. (6) Product: [ClH:1].[ClH:39].[Cl:1][C:2]1[CH:7]=[CH:6][C:5]([C@@H:8]([CH2:9][NH:10][CH:18]([CH3:20])[CH3:19])[C:21]([N:23]2[CH2:28][CH2:27][N:26]([C:29]3[C:30]4[C@H:37]([CH3:38])[S:36][CH2:35][C:31]=4[N:32]=[CH:33][N:34]=3)[CH2:25][CH2:24]2)=[O:22])=[CH:4][CH:3]=1. Reactant: [Cl:1][C:2]1[CH:7]=[CH:6][C:5]([C@@H:8]([C:21]([N:23]2[CH2:28][CH2:27][N:26]([C:29]3[C:30]4[C@H:37]([CH3:38])[S:36][CH2:35][C:31]=4[N:32]=[CH:33][N:34]=3)[CH2:25][CH2:24]2)=[O:22])[CH2:9][N:10]([CH:18]([CH3:20])[CH3:19])C(=O)OC(C)(C)C)=[CH:4][CH:3]=1.[ClH:39]. The catalyst class is: 2. (7) Reactant: Cl[C:2]1[CH:7]=[C:6]([C:8]2[C:9]3[N:10]([C:29]([CH2:32][CH3:33])=[CH:30][CH:31]=3)[N:11]=[C:12]([C:23]3[CH:28]=[CH:27][CH:26]=[CH:25][CH:24]=3)[C:13]=2[CH2:14][CH2:15][CH2:16][CH2:17][C:18]([O:20]CC)=[O:19])[CH:5]=[CH:4][N:3]=1.[CH3:34][S-:35].[Na+].Cl. Product: [CH2:32]([C:29]1[N:10]2[N:11]=[C:12]([C:23]3[CH:28]=[CH:27][CH:26]=[CH:25][CH:24]=3)[C:13]([CH2:14][CH2:15][CH2:16][CH2:17][C:18]([OH:20])=[O:19])=[C:8]([C:6]3[CH:5]=[CH:4][N:3]=[C:2]([S:35][CH3:34])[CH:7]=3)[C:9]2=[CH:31][CH:30]=1)[CH3:33]. The catalyst class is: 359. (8) Reactant: [F:1][C:2]1[CH:28]=[C:27]([F:29])[CH:26]=[CH:25][C:3]=1[O:4][C:5]1[CH:10]=[CH:9][C:8]([N+:11]([O-])=O)=[CH:7][C:6]=1[C:14]1[NH:15][C:16]([CH3:24])=[C:17]2[C:22]=1[CH:21]=[N:20][NH:19][C:18]2=[O:23].[H][H]. Product: [NH2:11][C:8]1[CH:9]=[CH:10][C:5]([O:4][C:3]2[CH:25]=[CH:26][C:27]([F:29])=[CH:28][C:2]=2[F:1])=[C:6]([C:14]2[NH:15][C:16]([CH3:24])=[C:17]3[C:22]=2[CH:21]=[N:20][NH:19][C:18]3=[O:23])[CH:7]=1. The catalyst class is: 153. (9) Reactant: [Cl-].O[NH3+:3].[C:4](=[O:7])([O-])[OH:5].[Na+].CS(C)=O.[CH3:13][C:14]1([O:52][Si](CC)(CC)CC)[CH2:16][CH:15]1[O:17][C@H:18]1[CH2:23][CH2:22][C@H:21]([N:24]2[C:29](=[O:30])[C:28]([CH2:31][C:32]3[CH:37]=[CH:36][C:35]([C:38]4[C:39]([C:44]#[N:45])=[CH:40][CH:41]=[CH:42][CH:43]=4)=[CH:34][CH:33]=3)=[C:27]([CH2:46][CH2:47][CH3:48])[N:26]3[N:49]=[CH:50][CH:51]=[C:25]23)[CH2:20][CH2:19]1. Product: [OH:52][C@:14]1([CH3:13])[CH2:16][C@H:15]1[O:17][C@H:18]1[CH2:23][CH2:22][C@H:21]([N:24]2[C:29](=[O:30])[C:28]([CH2:31][C:32]3[CH:37]=[CH:36][C:35]([C:38]4[CH:43]=[CH:42][CH:41]=[CH:40][C:39]=4[C:44]4[NH:45][C:4](=[O:7])[O:5][N:3]=4)=[CH:34][CH:33]=3)=[C:27]([CH2:46][CH2:47][CH3:48])[N:26]3[N:49]=[CH:50][CH:51]=[C:25]23)[CH2:20][CH2:19]1. The catalyst class is: 13.